This data is from Forward reaction prediction with 1.9M reactions from USPTO patents (1976-2016). The task is: Predict the product of the given reaction. (1) Given the reactants [Cl:1][C:2]1[CH:7]=[CH:6][CH:5]=[C:4]([Cl:8])[C:3]=1[C:9]1[C:18]2[O:17][CH:16]([CH2:19][OH:20])[CH2:15][S:14][C:13]=2[CH:12]=[C:11]([F:21])[CH:10]=1.N1C=CC=CC=1.[C:28]1([CH3:38])[CH:33]=[CH:32][C:31]([S:34](Cl)(=[O:36])=[O:35])=[CH:30][CH:29]=1, predict the reaction product. The product is: [Cl:8][C:4]1[CH:5]=[CH:6][CH:7]=[C:2]([Cl:1])[C:3]=1[C:9]1[C:18]2[O:17][CH:16]([CH2:19][O:20][S:34]([C:31]3[CH:32]=[CH:33][C:28]([CH3:38])=[CH:29][CH:30]=3)(=[O:36])=[O:35])[CH2:15][S:14][C:13]=2[CH:12]=[C:11]([F:21])[CH:10]=1. (2) Given the reactants Br[CH:2]([C:8]1[CH:13]=[CH:12][CH:11]=[CH:10][CH:9]=1)[C:3]([O:5][CH2:6][CH3:7])=[O:4].[NH:14]1[CH2:19][CH2:18][CH:17]([OH:20])[CH2:16][CH2:15]1.C(=O)(O)[O-].[Na+], predict the reaction product. The product is: [OH:20][CH:17]1[CH2:18][CH2:19][N:14]([CH:2]([C:8]2[CH:13]=[CH:12][CH:11]=[CH:10][CH:9]=2)[C:3]([O:5][CH2:6][CH3:7])=[O:4])[CH2:15][CH2:16]1. (3) Given the reactants [OH:1][C:2]1[CH:9]=[CH:8][C:5]([CH:6]=O)=[CH:4][CH:3]=1.Cl.[NH2:11][CH2:12][C:13]([CH3:16])([SH:15])[CH3:14].C([O-])([O-])=O.[K+].[K+].[O-]S([O-])(=O)=O.[Mg+2], predict the reaction product. The product is: [CH3:14][C:13]([SH:15])([CH3:16])[CH2:12][NH:11][CH2:6][C:5]1[CH:8]=[CH:9][C:2]([OH:1])=[CH:3][CH:4]=1. (4) Given the reactants Cl[C:2]1[CH:3]=[CH:4][C:5]2[O:14][CH2:13][CH2:12][C:11]3[CH:10]=[C:9](C4N(C5C=CC(F)=CC=5F)N=CN=4)[S:8][C:7]=3[C:6]=2[N:28]=1.C[C@H]1CNC[C@@H](C)N1.CC([O-])(C)C.[Na+].C(N1CCN2CCN(CCCC)P1N(CCCC)CC2)CCC, predict the reaction product. The product is: [S:8]1[C:7]2[C:6]3[N:28]=[CH:2][CH:3]=[CH:4][C:5]=3[O:14][CH2:13][CH2:12][C:11]=2[CH:10]=[CH:9]1. (5) Given the reactants [Br:1][C:2]1[CH:3]=[C:4]2[C:21](=[CH:22][CH:23]=1)[O:20][C:7]1=[N:8][CH:9]=[C:10]([O:12][CH2:13][C:14]([O:18][CH3:19])([CH3:17])[CH2:15]I)[CH:11]=[C:6]1[C:5]2=[O:24].[CH3:25][Mg]Cl.[Li+].[B-](CC)(CC)CC, predict the reaction product. The product is: [Br:1][C:2]1[CH:3]=[C:4]2[C:21](=[CH:22][CH:23]=1)[O:20][C:7]1=[N:8][CH:9]=[C:10]([O:12][CH2:13][C:14]([O:18][CH3:19])([CH3:17])[CH3:15])[CH:11]=[C:6]1[C:5]2([CH3:25])[OH:24]. (6) Given the reactants Cl[C:2]1[C:3]([C:25]2[C:33]3[C:28](=[CH:29][CH:30]=[CH:31][CH:32]=3)[NH:27][CH:26]=2)=[N:4][C:5]([NH:8][C:9]2[CH:10]=[C:11]([NH2:24])[C:12]([N:17]3[CH2:22][CH2:21][N:20]([CH3:23])[CH2:19][CH2:18]3)=[CH:13][C:14]=2[O:15][CH3:16])=[N:6][CH:7]=1.C1(P(C2CCCCC2)C2C=CC=CC=2C2C(C(C)C)=CC(C(C)C)=CC=2C(C)C)CCCCC1.[C:68]([Zn]C#N)#[N:69].CC(N(C)C)=O, predict the reaction product. The product is: [NH2:24][C:11]1[C:12]([N:17]2[CH2:22][CH2:21][N:20]([CH3:23])[CH2:19][CH2:18]2)=[CH:13][C:14]([O:15][CH3:16])=[C:9]([NH:8][C:5]2[N:4]=[C:3]([C:25]3[C:33]4[C:28](=[CH:29][CH:30]=[CH:31][CH:32]=4)[NH:27][CH:26]=3)[C:2]([C:68]#[N:69])=[CH:7][N:6]=2)[CH:10]=1. (7) Given the reactants [C:1]([O:5][C:6]([N:8]([CH2:26][C:27]([O:29][C:30]([CH3:33])([CH3:32])[CH3:31])=[O:28])[C:9]1[CH:14]=[CH:13][CH:12]=[C:11]([CH2:15][NH:16][S:17]([C:20]2[CH:25]=[CH:24][CH:23]=[CH:22][N:21]=2)(=[O:19])=[O:18])[N:10]=1)=[O:7])([CH3:4])([CH3:3])[CH3:2].[F:34][C:35]1[CH:36]=[C:37]([CH:40]=[CH:41][C:42]=1[C:43]([CH3:49])([CH3:48])[CH2:44][CH2:45][CH2:46][CH3:47])[CH2:38]O.C(P(CCCC)CCCC)CCC.CN(C)C(N=NC(N(C)C)=O)=O, predict the reaction product. The product is: [C:1]([O:5][C:6]([N:8]([CH2:26][C:27]([O:29][C:30]([CH3:33])([CH3:32])[CH3:31])=[O:28])[C:9]1[CH:14]=[CH:13][CH:12]=[C:11]([CH:15]([CH2:38][C:37]2[CH:40]=[CH:41][C:42]([C:43]([CH3:49])([CH3:48])[CH2:44][CH2:45][CH2:46][CH3:47])=[C:35]([F:34])[CH:36]=2)[NH:16][S:17]([C:20]2[CH:25]=[CH:24][CH:23]=[CH:22][N:21]=2)(=[O:19])=[O:18])[N:10]=1)=[O:7])([CH3:4])([CH3:3])[CH3:2]. (8) Given the reactants [CH3:1][O:2][C:3]1[CH:19]=[CH:18][C:6]([CH2:7][S:8][CH2:9][CH2:10][O:11][CH2:12][CH2:13][O:14][CH2:15][CH2:16][OH:17])=[CH:5][CH:4]=1.N1C=CC=CC=1.[C:26]1([CH3:36])[CH:31]=[CH:30][C:29]([S:32](Cl)(=[O:34])=[O:33])=[CH:28][CH:27]=1.O, predict the reaction product. The product is: [S:32]([C:29]1[CH:30]=[CH:31][C:26]([CH3:36])=[CH:27][CH:28]=1)([O:17][CH2:16][CH2:15][O:14][CH2:13][CH2:12][O:11][CH2:10][CH2:9][S:8][CH2:7][C:6]1[CH:5]=[CH:4][C:3]([O:2][CH3:1])=[CH:19][CH:18]=1)(=[O:34])=[O:33]. (9) The product is: [NH2:24][C:22]1[CH:21]=[CH:20][C:18]2[O:19][C:14]3[CH:13]=[C:12]([NH2:9])[CH:28]=[CH:27][C:15]=3[O:16][C:17]=2[CH:23]=1. Given the reactants C1(OC)C=CC=CC=1.[N+:9]([C:12]1[CH:28]=[CH:27][C:15]2[O:16][C:17]3[CH:23]=[C:22]([N+:24]([O-])=O)[CH:21]=[CH:20][C:18]=3[O:19][C:14]=2[CH:13]=1)([O-])=O.[H][H], predict the reaction product.